Dataset: Full USPTO retrosynthesis dataset with 1.9M reactions from patents (1976-2016). Task: Predict the reactants needed to synthesize the given product. (1) Given the product [CH3:40][O:39][C:36]1[CH:35]=[CH:34][C:33]([CH:32]([NH:41][C:4]2[N:3]=[C:2]([Cl:1])[N:10]=[C:9]3[C:5]=2[N:6]=[CH:7][N:8]3[C@@H:11]2[CH2:15][C@H:14]([NH:16][C:17](=[O:20])[CH2:18][CH3:19])[C@@H:13]([OH:21])[C@H:12]2[OH:22])[C:29]2[CH:30]=[CH:31][C:26]([O:25][CH3:24])=[CH:27][CH:28]=2)=[CH:38][CH:37]=1, predict the reactants needed to synthesize it. The reactants are: [Cl:1][C:2]1[N:10]=[C:9]2[C:5]([N:6]=[CH:7][N:8]2[C@@H:11]2[CH2:15][C@H:14]([NH:16][C:17](=[O:20])[CH2:18][CH3:19])[C@@H:13]([OH:21])[C@H:12]2[OH:22])=[C:4](Cl)[N:3]=1.[CH3:24][O:25][C:26]1[CH:31]=[CH:30][C:29]([CH:32]([NH2:41])[C:33]2[CH:38]=[CH:37][C:36]([O:39][CH3:40])=[CH:35][CH:34]=2)=[CH:28][CH:27]=1. (2) Given the product [CH3:19][O:18][C:15]1[CH:16]=[CH:17][C:12]([CH2:11][N:10]2[C:9]3[C:8](=[O:20])[N:7]4[C:21]([CH3:24])=[N:22][N:23]=[C:6]4[N:5]([CH2:25][CH2:26][CH2:27][CH2:28][CH3:29])[C:4]=3[N:3]=[C:2]2[S:31][CH3:30])=[CH:13][CH:14]=1, predict the reactants needed to synthesize it. The reactants are: Br[C:2]1[N:10]([CH2:11][C:12]2[CH:17]=[CH:16][C:15]([O:18][CH3:19])=[CH:14][CH:13]=2)[C:9]2[C:8](=[O:20])[N:7]3[C:21]([CH3:24])=[N:22][N:23]=[C:6]3[N:5]([CH2:25][CH2:26][CH2:27][CH2:28][CH3:29])[C:4]=2[N:3]=1.[CH3:30][S:31]C.[Na].C(COC)OC. (3) Given the product [Cl:1][C:2]1[CH:7]=[C:6]([Cl:8])[CH:5]=[C:4]([CH2:10][N:11]([CH3:13])[CH3:12])[C:3]=1[OH:9], predict the reactants needed to synthesize it. The reactants are: [Cl:1][C:2]1[CH:7]=[C:6]([Cl:8])[CH:5]=[CH:4][C:3]=1[OH:9].[CH3:10][NH:11][CH3:12].[CH2:13]=O. (4) Given the product [CH:3]1([C@H:6]2[N:10]([C:11]([O:13][C:14]([CH3:15])([CH3:16])[CH3:17])=[O:12])[CH:9]([CH2:18][OH:19])[CH:8]([OH:22])[CH2:7]2)[CH2:4][CH2:5]1, predict the reactants needed to synthesize it. The reactants are: [Li+].[BH4-].[CH:3]1([C@H:6]2[N:10]([C:11]([O:13][C:14]([CH3:17])([CH3:16])[CH3:15])=[O:12])[CH:9]([C:18](OC)=[O:19])[C:8](=[O:22])[CH2:7]2)[CH2:5][CH2:4]1. (5) Given the product [C:6]([CH2:7][N:8]1[C:14]2[CH:15]=[CH:16][CH:17]=[CH:18][C:13]=2[CH2:12][CH2:11][C@H:10]([NH:19][C:20]([C:22]2([CH2:27][CH:28]([CH2:34][C:35]([NH:37][CH2:38][CH2:39][CH2:40][OH:41])=[O:36])[C:29]([OH:31])=[O:30])[CH2:26][CH2:25][CH2:24][CH2:23]2)=[O:21])[C:9]1=[O:42])([OH:43])=[O:5], predict the reactants needed to synthesize it. The reactants are: C([O:5][C:6](=[O:43])[CH2:7][N:8]1[C:14]2[CH:15]=[CH:16][CH:17]=[CH:18][C:13]=2[CH2:12][CH2:11][C@H:10]([NH:19][C:20]([C:22]2([CH2:27][C@@H:28]([CH2:34][C:35]([NH:37][CH2:38][CH2:39][CH2:40][OH:41])=[O:36])[C:29]([O:31]CC)=[O:30])[CH2:26][CH2:25][CH2:24][CH2:23]2)=[O:21])[C:9]1=[O:42])(C)(C)C.[OH-].[Na+]. (6) Given the product [CH3:22][O:21][C:20]1[CH:19]=[CH:18][C:17]([C@H:23]([NH:24][C:3]([C:2]2[CH:5]=[C:40]3[C:37](=[CH:38][CH:39]=2)[CH:47]=[N:45][C:46]([NH:6][CH:7]2[CH2:12][CH2:11][O:10][CH2:9][CH2:8]2)=[CH:42]3)=[O:4])[C:25]2[CH:26]=[N:27][N:28]([CH3:30])[CH:29]=2)=[CH:16][CH:15]=1, predict the reactants needed to synthesize it. The reactants are: N[C@@H:2]([CH3:5])[CH2:3][OH:4].[NH2:6][CH:7]1[CH2:12][CH2:11][O:10][CH2:9][CH2:8]1.Cl.F[C:15]1[CH:16]=[C:17]([C@@H:23]([C:25]2[CH:26]=[N:27][N:28]([CH3:30])[CH:29]=2)[NH2:24])[CH:18]=[CH:19][C:20]=1[O:21][CH3:22].Cl.COC1[CH:39]=[CH:38][C:37]([C@@H:40]([C:42]2C=N[N:45]([CH3:47])[CH:46]=2)N)=CC=1. (7) Given the product [Cl:1][C:2]1[CH:7]=[CH:6][C:5]([C@H:8]([NH:11][C:12]2[CH:13]=[C:14]([CH:18]([N:22]3[CH2:25][CH:24]([C:26]([OH:28])=[O:27])[CH2:23]3)[CH3:19])[CH:15]=[CH:16][CH:17]=2)[CH2:9][CH3:10])=[CH:4][C:3]=1[CH3:21], predict the reactants needed to synthesize it. The reactants are: [Cl:1][C:2]1[CH:7]=[CH:6][C:5]([C@H:8]([NH:11][C:12]2[CH:13]=[C:14]([C:18](=O)[CH3:19])[CH:15]=[CH:16][CH:17]=2)[CH2:9][CH3:10])=[CH:4][C:3]=1[CH3:21].[NH:22]1[CH2:25][CH:24]([C:26]([OH:28])=[O:27])[CH2:23]1.CC(O)=O.[BH3-]C#N.[Na+].